This data is from Reaction yield outcomes from USPTO patents with 853,638 reactions. The task is: Predict the reaction yield, written as a fraction of the theoretical maximum amount of product (1.0 means a 100% yield; for example, 0.34 means a 34% yield). (1) The reactants are [Br:1][C:2]1[CH:3]=[C:4]([NH:9][CH:10]2[CH2:15][CH2:14][N:13]([C@H:16]3[CH2:21][CH2:20][C@H:19]([O:22][CH2:23][CH2:24][CH3:25])[CH2:18][CH2:17]3)[CH2:12][CH2:11]2)[C:5]([NH2:8])=[CH:6][CH:7]=1.C(N(C(C)C)CC)(C)C.[Cl:35][C:36](Cl)([O:38]C(=O)OC(Cl)(Cl)Cl)Cl. The catalyst is ClCCl. The product is [ClH:35].[Br:1][C:2]1[CH:7]=[CH:6][C:5]2[NH:8][C:36](=[O:38])[N:9]([CH:10]3[CH2:15][CH2:14][N:13]([C@H:16]4[CH2:21][CH2:20][C@H:19]([O:22][CH2:23][CH2:24][CH3:25])[CH2:18][CH2:17]4)[CH2:12][CH2:11]3)[C:4]=2[CH:3]=1. The yield is 0.650. (2) The reactants are Cl[C:2]1[CH:7]=[C:6]([Cl:8])[CH:5]=[CH:4][C:3]=1/[C:9](=[N:19]/[OH:20])/[CH:10]1[CH2:15][CH2:14][N:13]([C:16](=[O:18])[CH3:17])[CH2:12][CH2:11]1.CC(C)([O-])C.[K+]. The catalyst is C1COCC1. The product is [Cl:8][C:6]1[CH:5]=[CH:4][C:3]2[C:9]([CH:10]3[CH2:15][CH2:14][N:13]([C:16](=[O:18])[CH3:17])[CH2:12][CH2:11]3)=[N:19][O:20][C:2]=2[CH:7]=1. The yield is 0.750. (3) The reactants are Cl[C:2]1[C:11]([CH3:12])=[CH:10][C:9]2[C:4](=[CH:5][CH:6]=[C:7]([O:13][CH3:14])[CH:8]=2)[N:3]=1.[NH:15]1[C:19]([C:20]2[CH:25]=[CH:24][C:23](B(O)O)=[CH:22][CH:21]=2)=[N:18][N:17]=[N:16]1.C([O-])([O-])=O.[K+].[K+].COCCOCCO.Cl. The catalyst is [OH-].[Na+].C1C=CC(P(C2C=CC=CC=2)[C-]2C=CC=C2)=CC=1.C1C=CC(P(C2C=CC=CC=2)[C-]2C=CC=C2)=CC=1.Cl[Pd]Cl.[Fe+2].O. The product is [NH:18]1[C:19]([C:20]2[CH:25]=[CH:24][C:23]([C:2]3[C:11]([CH3:12])=[CH:10][C:9]4[C:4](=[CH:5][CH:6]=[C:7]([O:13][CH3:14])[CH:8]=4)[N:3]=3)=[CH:22][CH:21]=2)=[N:15][N:16]=[N:17]1. The yield is 0.840. (4) The reactants are [I:1][C:2]1[CH:3]=[CH:4][C:5]([N:10]2[CH:14]=[C:13]([CH3:15])[N:12]=[CH:11]2)=[C:6]([CH:9]=1)[C:7]#[N:8].[CH3:16][N+:17]([CH3:19])=[CH2:18].[I-]. The catalyst is CN(C=O)C. The product is [CH3:16][N:17]([CH2:19][C:14]1[N:10]([C:5]2[CH:4]=[CH:3][C:2]([I:1])=[CH:9][C:6]=2[C:7]#[N:8])[CH:11]=[N:12][C:13]=1[CH3:15])[CH3:18]. The yield is 0.380. (5) The reactants are [C-:1]#[N:2].[Na+].[Cl:4][C:5]1[C:6](F)=[N:7][CH:8]=[C:9]([C:11]([F:14])([F:13])[F:12])[CH:10]=1. The catalyst is [Br-].C([N+](CCCC)(CCCC)CCCC)CCC. The product is [Cl:4][C:5]1[C:6]([C:1]#[N:2])=[N:7][CH:8]=[C:9]([C:11]([F:14])([F:13])[F:12])[CH:10]=1. The yield is 0.820. (6) The reactants are [Na].[NH2:2][OH:3].[OH2:4].CO[C:7](=O)[C:8]1[CH:13]=[CH:12][C:11]([CH2:14][N:15]2[CH:20]([C:21]3[C:26]([CH3:27])=[CH:25][CH:24]=[CH:23][N:22]=3)[CH2:19][CH2:18][CH2:17][CH:16]2[C:28]2[C:33](C)=[CH:32][CH:31]=[CH:30][N:29]=2)=[C:10]([CH2:35][OH:36])[CH:9]=1.[C:38]([O-])(O)=O.[Na+]. The catalyst is CO.C(Cl)(Cl)Cl. The product is [CH3:27][C:26]1([CH3:38])[CH:25]=[CH:24][CH:23]=[N:22][CH:21]1[CH:20]1[CH2:19][CH2:18][CH2:17][CH:16]([C:28]2[CH:33]=[CH:32][CH:31]=[CH:30][N:29]=2)[N:15]1[CH2:14][C:11]1[CH:12]=[CH:13][C:8]([C:7]([NH:2][OH:3])=[O:4])=[CH:9][C:10]=1[CH2:35][OH:36]. The yield is 0.920. (7) The reactants are [CH3:1][C:2]1[CH:3]=[C:4]([CH:7]=[CH:8][C:9]=1[O:10][CH2:11][CH2:12][CH2:13][N:14]1[CH2:19][CH2:18][N:17]([CH3:20])[CH2:16][CH2:15]1)[CH:5]=O.[C:21]([C:25]1[CH:26]=[C:27]([NH2:32])[C:28]([NH2:31])=[CH:29][CH:30]=1)([CH3:24])([CH3:23])[CH3:22]. No catalyst specified. The product is [C:21]([C:25]1[CH:30]=[CH:29][C:28]2[NH:31][C:5]([C:4]3[CH:7]=[CH:8][C:9]([O:10][CH2:11][CH2:12][CH2:13][N:14]4[CH2:19][CH2:18][N:17]([CH3:20])[CH2:16][CH2:15]4)=[C:2]([CH3:1])[CH:3]=3)=[N:32][C:27]=2[CH:26]=1)([CH3:24])([CH3:22])[CH3:23]. The yield is 0.810.